Dataset: Forward reaction prediction with 1.9M reactions from USPTO patents (1976-2016). Task: Predict the product of the given reaction. Given the reactants [CH2:1]([C:3]1[C:10]([OH:11])=[CH:9][CH:8]=[C:7]([CH2:12][CH3:13])[C:4]=1[CH:5]=[O:6])[CH3:2].[C:14]1(B(O)O)[CH:19]=[CH:18][CH:17]=[CH:16][CH:15]=1, predict the reaction product. The product is: [CH2:1]([C:3]1[C:10]([O:11][C:14]2[CH:19]=[CH:18][CH:17]=[CH:16][CH:15]=2)=[CH:9][CH:8]=[C:7]([CH2:12][CH3:13])[C:4]=1[CH:5]=[O:6])[CH3:2].